This data is from Peptide-MHC class I binding affinity with 185,985 pairs from IEDB/IMGT. The task is: Regression. Given a peptide amino acid sequence and an MHC pseudo amino acid sequence, predict their binding affinity value. This is MHC class I binding data. (1) The peptide sequence is QARNIQKIT. The MHC is HLA-A02:01 with pseudo-sequence HLA-A02:01. The binding affinity (normalized) is 0.186. (2) The peptide sequence is HLPELIWRS. The MHC is HLA-A31:01 with pseudo-sequence HLA-A31:01. The binding affinity (normalized) is 0.0847. (3) The peptide sequence is AYHHMAREL. The MHC is HLA-A11:01 with pseudo-sequence HLA-A11:01. The binding affinity (normalized) is 0. (4) The MHC is HLA-B15:01 with pseudo-sequence HLA-B15:01. The binding affinity (normalized) is 0.0847. The peptide sequence is FLRKRRRFF. (5) The peptide sequence is FLDDASNSA. The MHC is HLA-B08:02 with pseudo-sequence HLA-B08:02. The binding affinity (normalized) is 0.0847. (6) The binding affinity (normalized) is 0.0847. The MHC is HLA-A02:11 with pseudo-sequence HLA-A02:11. The peptide sequence is NTIEELSGY. (7) The peptide sequence is MLNRYKLIY. The MHC is HLA-A11:01 with pseudo-sequence HLA-A11:01. The binding affinity (normalized) is 0.213.